Dataset: Catalyst prediction with 721,799 reactions and 888 catalyst types from USPTO. Task: Predict which catalyst facilitates the given reaction. (1) Reactant: [C:1]1([C:7]2[CH:11]=[C:10]([C:12]3[CH:17]=[CH:16][CH:15]=[CH:14][CH:13]=3)[N:9]([CH2:18][C:19]3[CH:28]=[CH:27][C:22]([C:23](OC)=[O:24])=[CH:21][C:20]=3[O:29][CH:30]([CH3:32])[CH3:31])[N:8]=2)[CH:6]=[CH:5][CH:4]=[CH:3][CH:2]=1.[H-].[Al+3].[Li+].[H-].[H-].[H-].O.O.O.O.O.O.O.O.O.O.S([O-])([O-])(=O)=O.[Na+].[Na+]. Product: [C:1]1([C:7]2[CH:11]=[C:10]([C:12]3[CH:13]=[CH:14][CH:15]=[CH:16][CH:17]=3)[N:9]([CH2:18][C:19]3[CH:28]=[CH:27][C:22]([CH2:23][OH:24])=[CH:21][C:20]=3[O:29][CH:30]([CH3:32])[CH3:31])[N:8]=2)[CH:2]=[CH:3][CH:4]=[CH:5][CH:6]=1. The catalyst class is: 7. (2) Reactant: [I:1][C:2]1[CH:3]=[CH:4][C:5]2[CH2:11][NH:10][CH2:9][CH2:8][CH2:7][C:6]=2[CH:12]=1.[O:13](C(OC(C)(C)C)=O)[C:14]([O:16][C:17]([CH3:20])([CH3:19])[CH3:18])=O.C(N(CC)CC)C. Product: [I:1][C:2]1[CH:3]=[CH:4][C:5]2[CH2:11][N:10]([C:14]([O:16][C:17]([CH3:20])([CH3:19])[CH3:18])=[O:13])[CH2:9][CH2:8][CH2:7][C:6]=2[CH:12]=1. The catalyst class is: 2.